Dataset: NCI-60 drug combinations with 297,098 pairs across 59 cell lines. Task: Regression. Given two drug SMILES strings and cell line genomic features, predict the synergy score measuring deviation from expected non-interaction effect. Cell line: A498. Synergy scores: CSS=0.921, Synergy_ZIP=-1.52, Synergy_Bliss=-0.361, Synergy_Loewe=-0.917, Synergy_HSA=-0.808. Drug 2: C(CCl)NC(=O)N(CCCl)N=O. Drug 1: CCC(=C(C1=CC=CC=C1)C2=CC=C(C=C2)OCCN(C)C)C3=CC=CC=C3.C(C(=O)O)C(CC(=O)O)(C(=O)O)O.